This data is from Forward reaction prediction with 1.9M reactions from USPTO patents (1976-2016). The task is: Predict the product of the given reaction. (1) Given the reactants [N:1]1[N:2]([C:6]2[C:7]([C:12]([N:14]3[CH2:18][CH:17]4[CH2:19][N:20](C(OC(C)(C)C)=O)[CH2:21][CH:16]4[CH2:15]3)=[O:13])=[N:8][CH:9]=[CH:10][CH:11]=2)[N:3]=[CH:4][CH:5]=1.C(O)(C(F)(F)F)=O, predict the reaction product. The product is: [N:1]1[N:2]([C:6]2[C:7]([C:12]([N:14]3[CH2:18][CH:17]4[CH:16]([CH2:21][NH:20][CH2:19]4)[CH2:15]3)=[O:13])=[N:8][CH:9]=[CH:10][CH:11]=2)[N:3]=[CH:4][CH:5]=1. (2) Given the reactants Br[C:2]1[CH:3]=[CH:4][C:5]2[O:9][CH2:8][CH2:7][C:6]=2[CH:10]=1.C([Li])CCC.CN(C)[CH:18]=[O:19].Cl, predict the reaction product. The product is: [O:9]1[C:5]2[CH:4]=[CH:3][C:2]([CH:18]=[O:19])=[CH:10][C:6]=2[CH2:7][CH2:8]1. (3) Given the reactants Br[C:2]1[CH:7]=[CH:6][C:5]([N:8]2[CH2:13][CH2:12][O:11][CH2:10][C:9]2=[O:14])=[CH:4][CH:3]=1.[CH3:15][C:16]1([CH3:32])[C:20]([CH3:22])([CH3:21])[O:19][B:18]([B:18]2[O:19][C:20]([CH3:22])([CH3:21])[C:16]([CH3:32])([CH3:15])[O:17]2)[O:17]1.C([O-])(=O)C.[K+], predict the reaction product. The product is: [CH3:15][C:16]1([CH3:32])[C:20]([CH3:22])([CH3:21])[O:19][B:18]([C:2]2[CH:7]=[CH:6][C:5]([N:8]3[CH2:13][CH2:12][O:11][CH2:10][C:9]3=[O:14])=[CH:4][CH:3]=2)[O:17]1.